From a dataset of Forward reaction prediction with 1.9M reactions from USPTO patents (1976-2016). Predict the product of the given reaction. (1) Given the reactants [F:1][C:2]1[CH:9]=[CH:8][C:5]([CH2:6][OH:7])=[CH:4][CH:3]=1.[C:10](Cl)([Cl:12])=[O:11], predict the reaction product. The product is: [Cl:12][C:10]([O:7][CH2:6][C:5]1[CH:8]=[CH:9][C:2]([F:1])=[CH:3][CH:4]=1)=[O:11]. (2) Given the reactants [F:1][C:2]([F:14])([F:13])[C:3]1[CH:4]=[CH:5][C:6]2[O:10][C:9](=[O:11])[NH:8][C:7]=2[CH:12]=1.C([O-])([O-])=O.[K+].[K+].Br[CH2:22][C:23]([O:25][CH2:26][CH3:27])=[O:24], predict the reaction product. The product is: [O:11]=[C:9]1[N:8]([CH2:22][C:23]([O:25][CH2:26][CH3:27])=[O:24])[C:7]2[CH:12]=[C:3]([C:2]([F:1])([F:13])[F:14])[CH:4]=[CH:5][C:6]=2[O:10]1. (3) Given the reactants [H-].[Na+].[CH3:3][CH:4](C(=O)C)[C:5]([O:7][CH2:8][CH3:9])=[O:6].S([N:23]=[N+:24]=[N-])(C1C=CC(C)=CC=1)(=O)=O, predict the reaction product. The product is: [N+:23](=[C:4]([CH3:3])[C:5]([O:7][CH2:8][CH3:9])=[O:6])=[N-:24]. (4) Given the reactants [CH2:1]([O:3][C:4](=[O:36])[CH:5]([S:32]([CH3:35])(=[O:34])=[O:33])[CH2:6][CH2:7][CH:8]1[CH2:13][CH2:12][C:11]([S:22]([C:25]2[CH:30]=[CH:29][C:28]([Cl:31])=[CH:27][CH:26]=2)(=[O:24])=[O:23])([C:14]2[CH:19]=[C:18]([F:20])[CH:17]=[CH:16][C:15]=2[F:21])[CH2:10][CH2:9]1)[CH3:2].[H-].[Na+].FC(F)(F)S(O[CH2:45][CH3:46])(=O)=O, predict the reaction product. The product is: [CH2:1]([O:3][C:4](=[O:36])[C:5]([CH2:45][CH3:46])([S:32]([CH3:35])(=[O:33])=[O:34])[CH2:6][CH2:7][CH:8]1[CH2:9][CH2:10][C:11]([S:22]([C:25]2[CH:26]=[CH:27][C:28]([Cl:31])=[CH:29][CH:30]=2)(=[O:24])=[O:23])([C:14]2[CH:19]=[C:18]([F:20])[CH:17]=[CH:16][C:15]=2[F:21])[CH2:12][CH2:13]1)[CH3:2]. (5) Given the reactants [SH:1][C:2]1[N:9]=[CH:8][CH:7]=[CH:6][C:3]=1[C:4]#[N:5].[OH-].[Na+].Br[CH2:13][N+:14]([O-:16])=[O:15], predict the reaction product. The product is: [N+:14]([C:13]1[S:1][C:2]2=[N:9][CH:8]=[CH:7][CH:6]=[C:3]2[C:4]=1[NH2:5])([O-:16])=[O:15]. (6) Given the reactants [C:1]([O:6][CH2:7][C:8]1[CH:13]=[CH:12][CH:11]=[CH:10][CH:9]=1)(=[O:5])/[CH:2]=[CH:3]/[CH3:4].[Li+].[CH3:15][CH:16]([N-]C(C)C)C.[CH3:22]N(P(N(C)C)(N(C)C)=O)C.C(I)(C)C, predict the reaction product. The product is: [CH3:4][CH:3]([CH:2]([CH:15]=[CH2:16])[C:1]([O:6][CH2:7][C:8]1[CH:9]=[CH:10][CH:11]=[CH:12][CH:13]=1)=[O:5])[CH3:22]. (7) Given the reactants C([O:3][C:4]([C:6]1[S:10][C:9]([C:11]2[CH:16]=[CH:15][CH:14]=[CH:13][N:12]=2)=[N:8][N:7]=1)=O)C.[BH4-].[Na+].O, predict the reaction product. The product is: [OH:3][CH2:4][C:6]1[S:10][C:9]([C:11]2[CH:16]=[CH:15][CH:14]=[CH:13][N:12]=2)=[N:8][N:7]=1. (8) Given the reactants [CH3:1][C:2]1[CH:3]=[C:4]([CH:8]=[C:9]([N:12]2[CH:16]=[C:15]([C:17]3[CH:18]=[N:19][CH:20]=[CH:21][CH:22]=3)[N:14]=[N:13]2)[C:10]=1[CH3:11])[C:5]([OH:7])=O.[NH2:23][C:24]1[C:25]([O:39][CH3:40])=[C:26]([NH:34][S:35]([CH3:38])(=[O:37])=[O:36])[CH:27]=[C:28]([C:30]([CH3:33])([CH3:32])[CH3:31])[CH:29]=1, predict the reaction product. The product is: [C:30]([C:28]1[CH:27]=[C:26]([NH:34][S:35]([CH3:38])(=[O:37])=[O:36])[C:25]([O:39][CH3:40])=[C:24]([NH:23][C:5](=[O:7])[C:4]2[CH:8]=[C:9]([N:12]3[CH:16]=[C:15]([C:17]4[CH:18]=[N:19][CH:20]=[CH:21][CH:22]=4)[N:14]=[N:13]3)[C:10]([CH3:11])=[C:2]([CH3:1])[CH:3]=2)[CH:29]=1)([CH3:33])([CH3:31])[CH3:32]. (9) Given the reactants [NH2:1][C:2]1[CH2:8][C:7]([C:9]([O:11][CH2:12][CH3:13])=[O:10])=[CH:6][C:5]2[CH:14]=[C:15](Br)[CH:16]=[CH:17][C:4]=2[N:3]=1.[CH3:19][O:20][C:21]1[CH:22]=[C:23](B(O)O)[CH:24]=[CH:25][CH:26]=1.C1(C)C=CC=CC=1.C(=O)([O-])[O-].[Cs+].[Cs+], predict the reaction product. The product is: [NH2:1][C:2]1[CH2:8][C:7]([C:9]([O:11][CH2:12][CH3:13])=[O:10])=[CH:6][C:5]2[CH:14]=[C:15]([C:25]3[CH:24]=[CH:23][CH:22]=[C:21]([O:20][CH3:19])[CH:26]=3)[CH:16]=[CH:17][C:4]=2[N:3]=1.